From a dataset of Reaction yield outcomes from USPTO patents with 853,638 reactions. Predict the reaction yield, written as a fraction of the theoretical maximum amount of product (1.0 means a 100% yield; for example, 0.34 means a 34% yield). The reactants are BrCCBr.C[Si](Cl)(C)C.[CH3:10][O:11][C:12](=[O:22])/[C:13](/I)=[CH:14]\[CH2:15][CH:16]1[CH2:20][CH2:19][CH2:18][CH2:17]1.C1(P(C2C=CC=CC=2)C2C=CC=CC=2)C=CC=CC=1.Br[C:43]1[CH:48]=[CH:47][C:46]([N:49]2[C:53]([CH3:54])=[N:52][N:51]=[N:50]2)=[C:45]([C:55]([F:58])([F:57])[F:56])[CH:44]=1.[Cl-].[NH4+]. The catalyst is O1CCCC1.[Zn].C1C=CC(/C=C/C(/C=C/C2C=CC=CC=2)=O)=CC=1.C1C=CC(/C=C/C(/C=C/C2C=CC=CC=2)=O)=CC=1.[Pd]. The product is [CH3:10][O:11][C:12](=[O:22])/[C:13](/[C:43]1[CH:48]=[CH:47][C:46]([N:49]2[C:53]([CH3:54])=[N:52][N:51]=[N:50]2)=[C:45]([C:55]([F:58])([F:57])[F:56])[CH:44]=1)=[CH:14]/[CH2:15][CH:16]1[CH2:20][CH2:19][CH2:18][CH2:17]1. The yield is 0.650.